This data is from Full USPTO retrosynthesis dataset with 1.9M reactions from patents (1976-2016). The task is: Predict the reactants needed to synthesize the given product. (1) Given the product [CH3:31][C:6]1[CH:7]=[C:8]([C:12]2[NH:21][C:20](=[O:22])[C:19]3[C:14](=[CH:15][C:16]([O:27][CH:28]([CH3:30])[CH3:29])=[CH:17][C:18]=3[O:23][CH:24]([CH3:26])[CH3:25])[N:13]=2)[CH:9]=[C:10]([CH3:11])[C:5]=1[O:4][CH2:3][CH2:2][N:32]1[CH2:36][CH2:35][CH2:34][CH2:33]1, predict the reactants needed to synthesize it. The reactants are: Br[CH2:2][CH2:3][O:4][C:5]1[C:10]([CH3:11])=[CH:9][C:8]([C:12]2[NH:21][C:20](=[O:22])[C:19]3[C:14](=[CH:15][C:16]([O:27][CH:28]([CH3:30])[CH3:29])=[CH:17][C:18]=3[O:23][CH:24]([CH3:26])[CH3:25])[N:13]=2)=[CH:7][C:6]=1[CH3:31].[NH:32]1[CH2:36][CH2:35][CH2:34][CH2:33]1.O. (2) Given the product [O:4]1[C:8]2=[C:9]([N:13]3[CH2:18][CH2:17][N:16]([CH2:19][CH2:20][C@H:21]4[CH2:26][CH2:25][C@H:24]([NH:27][C:33](=[O:34])[C:32]5[CH:36]=[CH:37][C:29]([CH3:28])=[N:30][CH:31]=5)[CH2:23][CH2:22]4)[CH2:15][CH2:14]3)[N:10]=[CH:11][CH:12]=[C:7]2[CH2:6][CH2:5]1, predict the reactants needed to synthesize it. The reactants are: Cl.Cl.Cl.[O:4]1[C:8]2=[C:9]([N:13]3[CH2:18][CH2:17][N:16]([CH2:19][CH2:20][C@H:21]4[CH2:26][CH2:25][C@H:24]([NH2:27])[CH2:23][CH2:22]4)[CH2:15][CH2:14]3)[N:10]=[CH:11][CH:12]=[C:7]2[CH2:6][CH2:5]1.[CH3:28][C:29]1[CH:37]=[CH:36][C:32]([C:33](O)=[O:34])=[CH:31][N:30]=1. (3) The reactants are: [CH3:1][O:2][C:3]1[CH:8]=[CH:7][C:6]([N:9]2[CH2:14][CH2:13][N:12]([CH2:15][CH2:16][NH2:17])[CH2:11][CH2:10]2)=[CH:5][CH:4]=1.[C:18]([N:22]1[C:26]([CH:27]=O)=[CH:25][C:24]([CH2:29][CH:30]([CH3:32])[CH3:31])=[N:23]1)([CH3:21])([CH3:20])[CH3:19]. Given the product [C:18]([N:22]1[C:26]([CH2:27][NH:17][CH2:16][CH2:15][N:12]2[CH2:11][CH2:10][N:9]([C:6]3[CH:5]=[CH:4][C:3]([O:2][CH3:1])=[CH:8][CH:7]=3)[CH2:14][CH2:13]2)=[CH:25][C:24]([CH2:29][CH:30]([CH3:32])[CH3:31])=[N:23]1)([CH3:21])([CH3:20])[CH3:19], predict the reactants needed to synthesize it. (4) The reactants are: [NH2:1][C:2]1[N:7]=[CH:6][C:5]([CH:8]=[O:9])=[CH:4][N:3]=1.[BH4-].[Na+]. Given the product [NH2:1][C:2]1[N:7]=[CH:6][C:5]([CH2:8][OH:9])=[CH:4][N:3]=1, predict the reactants needed to synthesize it. (5) Given the product [CH2:4]1[C:5]2([CH2:10][CH2:9][O:8][CH2:7][CH2:6]2)[CH2:2][C:3]1=[O:11], predict the reactants needed to synthesize it. The reactants are: Cl[C:2]1(Cl)[C:5]2([CH2:10][CH2:9][O:8][CH2:7][CH2:6]2)[CH2:4][C:3]1=[O:11].C(O)(=O)C.O. (6) Given the product [CH3:17][C:4]1([C:9]([O:11][C:12]([CH3:15])([CH3:14])[CH3:13])=[O:10])[S:5][CH2:6][CH2:7][CH2:8][S:3]1, predict the reactants needed to synthesize it. The reactants are: [H-].[Na+].[S:3]1[CH2:8][CH2:7][CH2:6][S:5][CH:4]1[C:9]([O:11][C:12]([CH3:15])([CH3:14])[CH3:13])=[O:10].I[CH3:17].[Cl-].[NH4+]. (7) Given the product [Br:16][C:13]1[S:12][C:11]2[CH:10]=[C:4]([C:5]([O:7][CH2:8][CH3:9])=[O:6])[NH:1][C:15]=2[CH:14]=1, predict the reactants needed to synthesize it. The reactants are: [N:1]([C:4](=[CH:10][C:11]1[S:12][C:13]([Br:16])=[CH:14][CH:15]=1)[C:5]([O:7][CH2:8][CH3:9])=[O:6])=[N+]=[N-].